From a dataset of Reaction yield outcomes from USPTO patents with 853,638 reactions. Predict the reaction yield, written as a fraction of the theoretical maximum amount of product (1.0 means a 100% yield; for example, 0.34 means a 34% yield). (1) The reactants are C(OC(=O)[NH:7][CH:8]([C:13]([N:15]1[CH2:19][CH:18]([O:20][C:21]2[C:30]3[C:25](=C(Cl)[CH:27]=[CH:28][CH:29]=3)[N:24]=[C:23]([O:32][CH2:33][CH:34]([O:37][CH3:38])[O:35][CH3:36])[CH:22]=2)[CH2:17][CH:16]1[C:39](=[O:57])[NH:40][C:41]1([C:46]([NH:48][S:49]([O:52][C:53]2([CH3:56])[CH2:55][CH2:54]2)(=[O:51])=[O:50])=[O:47])[CH2:43][CH:42]1[CH2:44][CH3:45])=[O:14])[C:9]([CH3:12])([CH3:11])[CH3:10])(C)(C)C.C(O)(C(F)(F)F)=O.[F:66][C:67]([F:85])([F:84])[C:68]([O:71][C:72](=[O:83])OC1C=CC([N+]([O-])=O)=CC=1)([CH3:70])[CH3:69].C(N(C(C)C)CC)(C)C.[CH2:95]([Cl:97])Cl. The catalyst is CO. The product is [F:85][C:67]([F:66])([F:84])[C:68]([O:71][C:72](=[O:83])[NH:7][CH:8]([C:13]([N:15]1[CH2:19][CH:18]([O:20][C:21]2[C:30]3[C:25](=[C:95]([Cl:97])[CH:27]=[CH:28][CH:29]=3)[N:24]=[C:23]([O:32][CH2:33][CH:34]([O:35][CH3:36])[O:37][CH3:38])[CH:22]=2)[CH2:17][CH:16]1[C:39](=[O:57])[NH:40][C:41]1([C:46]([NH:48][S:49]([O:52][C:53]2([CH3:56])[CH2:54][CH2:55]2)(=[O:50])=[O:51])=[O:47])[CH2:43][CH:42]1[CH2:44][CH3:45])=[O:14])[C:9]([CH3:10])([CH3:11])[CH3:12])([CH3:69])[CH3:70]. The yield is 0.470. (2) The reactants are C([O:8][C:9]1[CH:14]=[C:13]([O:15]CC2C=CC=CC=2)[C:12]([C:23]([CH3:25])=[CH2:24])=[CH:11][C:10]=1[C:26]([N:28]1[CH2:36][C:35]2[C:30](=[CH:31][CH:32]=[CH:33][C:34]=2[O:37][CH2:38][CH2:39][CH2:40][N:41]2[CH2:46][CH2:45][O:44][CH2:43][CH2:42]2)[CH2:29]1)=[O:27])C1C=CC=CC=1. The catalyst is CO.[Pd]. The product is [OH:8][C:9]1[CH:14]=[C:13]([OH:15])[C:12]([CH:23]([CH3:25])[CH3:24])=[CH:11][C:10]=1[C:26]([N:28]1[CH2:36][C:35]2[C:30](=[CH:31][CH:32]=[CH:33][C:34]=2[O:37][CH2:38][CH2:39][CH2:40][N:41]2[CH2:42][CH2:43][O:44][CH2:45][CH2:46]2)[CH2:29]1)=[O:27]. The yield is 0.0600. (3) The reactants are [CH2:1]([O:9][C:10]1[CH:11]=[C:12]([CH:16]2[CH2:21][CH2:20][CH2:19][NH:18][CH2:17]2)[CH:13]=[CH:14][CH:15]=1)[CH2:2][CH2:3][CH2:4][CH2:5][CH2:6][CH2:7][CH3:8].[C:22]([O:26][CH2:27][CH3:28])(=[O:25])[CH:23]=[CH2:24].C([O-])([O-])=O.[Cs+].[Cs+]. The catalyst is CC#N. The product is [CH2:1]([O:9][C:10]1[CH:11]=[C:12]([CH:16]2[CH2:21][CH2:20][CH2:19][N:18]([CH2:24][CH2:23][C:22]([O:26][CH2:27][CH3:28])=[O:25])[CH2:17]2)[CH:13]=[CH:14][CH:15]=1)[CH2:2][CH2:3][CH2:4][CH2:5][CH2:6][CH2:7][CH3:8]. The yield is 0.270.